This data is from Reaction yield outcomes from USPTO patents with 853,638 reactions. The task is: Predict the reaction yield, written as a fraction of the theoretical maximum amount of product (1.0 means a 100% yield; for example, 0.34 means a 34% yield). (1) The reactants are Br[C:2]1[CH:12]=[CH:11][CH:10]=[CH:9][C:3]=1[C:4]([O:6][CH2:7][CH3:8])=[O:5].[CH3:13][N:14]([CH2:16][C:17]1[CH:24]=[CH:23][C:20]([CH:21]=[CH2:22])=[CH:19][CH:18]=1)[CH3:15].C(N(CC)CC)C.O. The catalyst is CN(C)C=O.C([O-])(=O)C.[Pd+2].C([O-])(=O)C.C1(C)C=CC=CC=1P(C1C=CC=CC=1C)C1C=CC=CC=1C. The product is [CH3:15][N:14]([CH2:16][C:17]1[CH:18]=[CH:19][C:20](/[CH:21]=[CH:22]/[C:2]2[CH:12]=[CH:11][CH:10]=[CH:9][C:3]=2[C:4]([O:6][CH2:7][CH3:8])=[O:5])=[CH:23][CH:24]=1)[CH3:13]. The yield is 0.630. (2) The yield is 0.380. The reactants are C([S:4][CH:5]1[CH2:10][CH2:9][N:8]([CH:11]([C:17]2[CH:22]=[CH:21][CH:20]=[CH:19][C:18]=2[F:23])[C:12]([CH:14]2[CH2:16][CH2:15]2)=[O:13])[CH2:7]/[C:6]/1=[CH:24]\[C:25]1[N:26]([CH2:30][C:31]([O:33][CH2:34][CH3:35])=[O:32])[CH:27]=[CH:28][CH:29]=1)(=O)C.C(=O)([O-])[O-].[K+].[K+]. The catalyst is C(O)C. The product is [CH:14]1([C:12](=[O:13])[CH:11]([N:8]2[CH2:9][CH2:10][CH:5]([SH:4])/[C:6](=[CH:24]/[C:25]3[N:26]([CH2:30][C:31]([O:33][CH2:34][CH3:35])=[O:32])[CH:27]=[CH:28][CH:29]=3)/[CH2:7]2)[C:17]2[CH:22]=[CH:21][CH:20]=[CH:19][C:18]=2[F:23])[CH2:16][CH2:15]1. (3) The reactants are C[Si](C)(C)[N-][Si](C)(C)C.[Li+].[Br:11][C:12]1[CH:13]=[C:14]([C:17](=[O:19])[CH3:18])[O:15][CH:16]=1.C([O:27][C:28](=O)[C:29]([F:33])([F:32])[CH2:30][CH3:31])C1C=CC=CC=1. The catalyst is C1COCC1. The product is [Br:11][C:12]1[CH:13]=[C:14]([C:17](=[O:19])[CH2:18][C:28](=[O:27])[C:29]([F:33])([F:32])[CH2:30][CH3:31])[O:15][CH:16]=1. The yield is 0.460. (4) The reactants are [F:1][C:2]1[CH:34]=[CH:33][C:5]([CH2:6][N:7]2[C:16](=[O:17])[C:15]([C:18]3[NH:23][C:22]4[CH:24]=[CH:25][C:26](I)=[CH:27][C:21]=4[S:20](=[O:30])(=[O:29])[N:19]=3)=[C:14]([OH:31])[C@H:13]3[C@@H:8]2[C@H:9]2[CH2:32][C@@H:12]3[CH2:11][CH2:10]2)=[CH:4][CH:3]=1.[N-:35]=[N+:36]=[N-:37].[Na+].O=C1O[C@H]([C@H](CO)O)C([O-])=C1O.[Na+].CN[C@@H]1CCCC[C@H]1NC. The catalyst is CS(C)=O.O.[Cu]I. The product is [N:35]([C:26]1[CH:25]=[CH:24][C:22]2[NH:23][C:18]([C:15]3[C:16](=[O:17])[N:7]([CH2:6][C:5]4[CH:33]=[CH:34][C:2]([F:1])=[CH:3][CH:4]=4)[C@@H:8]4[C@H:13]([C:14]=3[OH:31])[C@@H:12]3[CH2:32][C@H:9]4[CH2:10][CH2:11]3)=[N:19][S:20](=[O:30])(=[O:29])[C:21]=2[CH:27]=1)=[N+:36]=[N-:37]. The yield is 0.790. (5) The reactants are [CH2:1]([O:8][C:9]1[CH:10]=[CH:11][C:12]2[C:16](Br)=[C:15]([Br:18])[S:14](=[O:19])[C:13]=2[CH:20]=1)[C:2]1[CH:7]=[CH:6][CH:5]=[CH:4][CH:3]=1.[N:21]1([CH2:27][CH2:28][O:29][C:30]2[CH:35]=[CH:34][C:33]([OH:36])=[CH:32][CH:31]=2)[CH2:26][CH2:25][CH2:24][CH2:23][CH2:22]1.CC(C)([O-])C.[K+]. The catalyst is C1COCC1. The product is [CH2:1]([O:8][C:9]1[CH:10]=[CH:11][C:12]2[C:16]([O:36][C:33]3[CH:32]=[CH:31][C:30]([O:29][CH2:28][CH2:27][N:21]4[CH2:26][CH2:25][CH2:24][CH2:23][CH2:22]4)=[CH:35][CH:34]=3)=[C:15]([Br:18])[S:14](=[O:19])[C:13]=2[CH:20]=1)[C:2]1[CH:7]=[CH:6][CH:5]=[CH:4][CH:3]=1. The yield is 0.880. (6) The reactants are [NH2:1][C:2]1[C:3]([C:13]([C:15]2[CH:20]=[CH:19][CH:18]=[CH:17][CH:16]=2)=O)=[CH:4][C:5]2[O:9][C:8]([F:11])([F:10])[O:7][C:6]=2[CH:12]=1.[F:21][C:22]([F:30])([F:29])[C:23](=[O:28])[CH2:24][C:25](=O)[CH3:26].C(O)(C)C. The catalyst is CCCCCCC.C(OCC)(=O)C. The product is [F:10][C:8]1([F:11])[O:9][C:5]2=[CH:4][C:3]3[C:13]([C:15]4[CH:20]=[CH:19][CH:18]=[CH:17][CH:16]=4)=[C:24]([C:23](=[O:28])[C:22]([F:30])([F:29])[F:21])[C:25]([CH3:26])=[N:1][C:2]=3[CH:12]=[C:6]2[O:7]1. The yield is 0.300. (7) The reactants are FC(F)(F)C(O)=O.[C:8]1([C:14]2[CH:19]=[C:18]([CH:20]3[CH2:25][CH2:24][NH:23][CH2:22][CH2:21]3)[CH:17]=[CH:16][C:15]=2[NH:26][C:27]([C:29]2[NH:30][CH:31]=[C:32]([C:34]#[N:35])[N:33]=2)=[O:28])[CH2:13][CH2:12][CH2:11][CH2:10][CH:9]=1.CCN(CC)CC.[CH3:43][C:44]1([CH3:51])[O:49][CH2:48][C:47](=O)[CH2:46][O:45]1.[BH-](OC(C)=O)(OC(C)=O)OC(C)=O.[Na+]. The catalyst is C(Cl)Cl.O. The product is [C:8]1([C:14]2[CH:19]=[C:18]([CH:20]3[CH2:21][CH2:22][N:23]([CH:47]4[CH2:48][O:49][C:44]([CH3:51])([CH3:43])[O:45][CH2:46]4)[CH2:24][CH2:25]3)[CH:17]=[CH:16][C:15]=2[NH:26][C:27]([C:29]2[NH:30][CH:31]=[C:32]([C:34]#[N:35])[N:33]=2)=[O:28])[CH2:13][CH2:12][CH2:11][CH2:10][CH:9]=1. The yield is 0.280. (8) The reactants are [Cl:1]C1C(C(F)(F)F)=CC=CC=1CNCC(C1C=CC=CC=1Cl)C.Cl[C:25]1[CH:30]=[CH:29][CH:28]=[CH:27][C:26]=1[CH:31]([CH3:61])[CH2:32][N:33]([CH2:46][CH2:47][CH2:48][O:49][C:50]1[CH2:51][C:52](=[CH:56][C:57]([O:59][CH3:60])=[O:58])[CH:53]=[CH:54][CH:55]=1)[CH2:34][C:35]1[CH:40]=[CH:39][CH:38]=[C:37]([C:41]([F:44])([F:43])[F:42])[C:36]=1[Cl:45]. No catalyst specified. The product is [Cl:1][C:30]1[CH:25]=[C:26]([CH:31]([CH3:61])[CH2:32][N:33]([CH2:46][CH2:47][CH2:48][O:49][C:50]2[CH2:51][C:52](=[CH:56][C:57]([O:59][CH3:60])=[O:58])[CH:53]=[CH:54][CH:55]=2)[CH2:34][C:35]2[CH:40]=[CH:39][CH:38]=[C:37]([C:41]([F:44])([F:43])[F:42])[C:36]=2[Cl:45])[CH:27]=[CH:28][CH:29]=1. The yield is 0.490. (9) The reactants are [C:1]([NH:4][C:5]1[CH:6]=[CH:7][CH:8]=[C:9]2[C:13]=1[C:12](=[O:14])[N:11]([CH:15]([C:20]1[CH:25]=[CH:24][C:23]([O:26][CH:27]([F:29])[F:28])=[C:22]([O:30][CH2:31][CH3:32])[CH:21]=1)[CH2:16][C:17]([OH:19])=O)[CH2:10]2)(=[O:3])[CH3:2].C1N=C[N:35](C(N2C=NC=C2)=O)C=1.[NH4+].[OH-]. The catalyst is C1COCC1. The product is [C:1]([NH:4][C:5]1[CH:6]=[CH:7][CH:8]=[C:9]2[C:13]=1[C:12](=[O:14])[N:11]([CH:15]([C:20]1[CH:25]=[CH:24][C:23]([O:26][CH:27]([F:29])[F:28])=[C:22]([O:30][CH2:31][CH3:32])[CH:21]=1)[CH2:16][C:17]([NH2:35])=[O:19])[CH2:10]2)(=[O:3])[CH3:2]. The yield is 0.720. (10) The reactants are [CH2:1]([N:3]1[C:11]2[C:6](=[CH:7][C:8]([F:12])=[CH:9][CH:10]=2)[C:5]([CH:13]=O)=[CH:4]1)[CH3:2].[CH3:15][N:16]1C2C(=CC=CC=2)C(C)=C1C=O. No catalyst specified. The product is [CH2:1]([N:3]1[C:11]2[C:6](=[CH:7][C:8]([F:12])=[CH:9][CH:10]=2)[C:5]([CH2:13][NH:16][CH3:15])=[CH:4]1)[CH3:2]. The yield is 0.500.